Dataset: NCI-60 drug combinations with 297,098 pairs across 59 cell lines. Task: Regression. Given two drug SMILES strings and cell line genomic features, predict the synergy score measuring deviation from expected non-interaction effect. Drug 2: C1=NC(=NC(=O)N1C2C(C(C(O2)CO)O)O)N. Synergy scores: CSS=6.42, Synergy_ZIP=-0.389, Synergy_Bliss=4.07, Synergy_Loewe=-20.7, Synergy_HSA=1.84. Drug 1: CN(C)C1=NC(=NC(=N1)N(C)C)N(C)C. Cell line: NCI-H460.